Dataset: Forward reaction prediction with 1.9M reactions from USPTO patents (1976-2016). Task: Predict the product of the given reaction. (1) Given the reactants Cl.[NH:2]1[CH:6]=[C:5]([CH2:7][C:8]([O:10][CH3:11])=[O:9])[N:4]=[CH:3]1.C(=O)(O)[O-].[Na+], predict the reaction product. The product is: [NH:2]1[CH:6]=[C:5]([CH2:7][C:8]([O:10][CH3:11])=[O:9])[N:4]=[CH:3]1. (2) Given the reactants [Cl:1][C:2]1[CH:3]=[C:4]([CH:20]=[CH:21][C:22]=1[Cl:23])[CH2:5][C:6]1[N:7]=[C:8]([N:14]2[CH2:19][CH2:18][O:17][CH2:16][CH2:15]2)[S:9][C:10]=1[C:11](O)=[O:12].CCN=C=NCCCN(C)C.Cl.ON1C2C=CC=CC=2N=N1.[O:46]1[CH2:51][CH2:50][CH2:49][CH2:48][CH:47]1[O:52][NH2:53], predict the reaction product. The product is: [Cl:1][C:2]1[CH:3]=[C:4]([CH:20]=[CH:21][C:22]=1[Cl:23])[CH2:5][C:6]1[N:7]=[C:8]([N:14]2[CH2:15][CH2:16][O:17][CH2:18][CH2:19]2)[S:9][C:10]=1[C:11]([NH:53][O:52][CH:47]1[CH2:48][CH2:49][CH2:50][CH2:51][O:46]1)=[O:12]. (3) Given the reactants [Cl:1][C:2]1[CH:11]=[CH:10][C:9]2[C:4](=[CH:5][CH:6]=[C:7]([CH2:12][C:13]([NH:15][NH2:16])=O)[CH:8]=2)[N:3]=1.Cl[C:18]1[N:19]=[N:20][C:21]([C:24]2[CH:25]=[N:26][CH:27]=[CH:28][CH:29]=2)=[CH:22][CH:23]=1, predict the reaction product. The product is: [Cl:1][C:2]1[CH:11]=[CH:10][C:9]2[C:4](=[CH:5][CH:6]=[C:7]([CH2:12][C:13]3[N:19]4[N:20]=[C:21]([C:24]5[CH:25]=[N:26][CH:27]=[CH:28][CH:29]=5)[CH:22]=[CH:23][C:18]4=[N:16][N:15]=3)[CH:8]=2)[N:3]=1. (4) Given the reactants [OH:1][C:2]1[CH:3]=[CH:4][C:5]2[N:6]([N:8]=[CH:9][C:10]=2[C:11]([O:13][CH2:14][CH3:15])=[O:12])[CH:7]=1.C([O-])([O-])=O.[K+].[K+].Cl[C:23]([F:28])([F:27])C([O-])=O.[Na+], predict the reaction product. The product is: [F:27][CH:23]([F:28])[O:1][C:2]1[CH:3]=[CH:4][C:5]2[N:6]([N:8]=[CH:9][C:10]=2[C:11]([O:13][CH2:14][CH3:15])=[O:12])[CH:7]=1. (5) The product is: [Br:2][C:3]1[C:4]2[NH:9][C:14]3[CH:15]4[CH2:18][CH2:19][N:11]([CH2:12][C:13]=3[C:5]=2[CH:6]=[CH:7][CH:8]=1)[CH2:17][CH2:16]4. Given the reactants Cl.[Br:2][C:3]1[CH:8]=[CH:7][CH:6]=[CH:5][C:4]=1[NH:9]N.[N:11]12[CH2:19][CH2:18][CH:15]([CH2:16][CH2:17]1)[C:14](=O)[CH2:13][CH2:12]2.Cl, predict the reaction product. (6) The product is: [C:17]1(=[O:27])[N:21]([CH2:12][CH:13]2[CH2:16][CH2:15][O:14]2)[C:20](=[O:22])[C:19]2=[CH:23][CH:24]=[CH:25][CH:26]=[C:18]12. Given the reactants S(O[CH2:12][CH:13]1[CH2:16][CH2:15][O:14]1)(C1C=CC(C)=CC=1)(=O)=O.[C:17]1(=[O:27])[NH:21][C:20](=[O:22])[C:19]2=[CH:23][CH:24]=[CH:25][CH:26]=[C:18]12.[K], predict the reaction product.